This data is from Full USPTO retrosynthesis dataset with 1.9M reactions from patents (1976-2016). The task is: Predict the reactants needed to synthesize the given product. (1) Given the product [CH2:1]([O:8][C:9](=[O:22])[NH:10][CH:11]([C:13]1[N:14]=[C:15]2[CH:20]=[CH:19][CH:18]=[N:17][N:16]2[C:21]=1[I:23])[CH3:12])[C:2]1[CH:3]=[CH:4][CH:5]=[CH:6][CH:7]=1, predict the reactants needed to synthesize it. The reactants are: [CH2:1]([O:8][C:9](=[O:22])[NH:10][CH:11]([C:13]1[N:14]=[C:15]2[CH:20]=[CH:19][CH:18]=[N:17][N:16]2[CH:21]=1)[CH3:12])[C:2]1[CH:7]=[CH:6][CH:5]=[CH:4][CH:3]=1.[I:23]N1C(=O)CCC1=O. (2) Given the product [CH3:1][O:2][C:3](=[O:14])[CH:4]([NH:24][CH2:23][CH2:22][NH:21][C:20]([O:19][C:15]([CH3:18])([CH3:17])[CH3:16])=[O:25])[C:5]1[CH:10]=[CH:9][CH:8]=[C:7]([O:11][CH3:12])[CH:6]=1, predict the reactants needed to synthesize it. The reactants are: [CH3:1][O:2][C:3](=[O:14])[CH:4](Br)[C:5]1[CH:10]=[CH:9][CH:8]=[C:7]([O:11][CH3:12])[CH:6]=1.[C:15]([O:19][C:20](=[O:25])[NH:21][CH2:22][CH2:23][NH2:24])([CH3:18])([CH3:17])[CH3:16].C([O-])([O-])=O.[K+].[K+]. (3) Given the product [CH2:1]([N:3]([CH2:4][C:6]1[C:7]([CH2:17][NH:18][C:19](=[O:25])[O:20][C:21]([CH3:22])([CH3:24])[CH3:23])=[N:8][C:9]2[C:14]([CH:15]=1)=[C:13]([F:16])[CH:12]=[CH:11][CH:10]=2)[CH2:26][CH3:27])[CH3:2], predict the reactants needed to synthesize it. The reactants are: [CH2:1]([N:3]([CH2:26][CH3:27])[C:4]([C:6]1[C:7]([CH2:17][NH:18][C:19](=[O:25])[O:20][C:21]([CH3:24])([CH3:23])[CH3:22])=[N:8][C:9]2[C:14]([CH:15]=1)=[C:13]([F:16])[CH:12]=[CH:11][CH:10]=2)=O)[CH3:2].[H-].COCCO[Al+]OCCOC.[Na+].[H-].C(C1C(=O)C(Cl)=C(Cl)C(=O)C=1C#N)#N. (4) The reactants are: [CH3:1][N:2]([CH2:14][CH2:15][N:16]1[CH2:21][CH2:20][O:19][CH2:18][CH2:17]1)[C:3]([C:5]1[CH:6]=[C:7]([CH:11]=[CH:12][CH:13]=1)[C:8]([OH:10])=O)=[O:4].CCN=C=NCCCN(C)C.Cl.[NH2:34][C:35]1[CH:55]=[CH:54][C:53]([N:56]2[CH2:61][CH2:60][CH2:59][CH2:58][CH2:57]2)=[CH:52][C:36]=1[C:37]([NH:39][C:40]1[CH:41]=[N:42][C:43]([C:46]2[CH:51]=[CH:50][CH:49]=[CH:48][CH:47]=2)=[N:44][CH:45]=1)=[O:38]. Given the product [CH3:1][N:2]([CH2:14][CH2:15][N:16]1[CH2:21][CH2:20][O:19][CH2:18][CH2:17]1)[C:3](=[O:4])[C:5]1[CH:13]=[CH:12][CH:11]=[C:7]([C:8]([NH:34][C:35]2[CH:55]=[CH:54][C:53]([N:56]3[CH2:57][CH2:58][CH2:59][CH2:60][CH2:61]3)=[CH:52][C:36]=2[C:37](=[O:38])[NH:39][C:40]2[CH:45]=[N:44][C:43]([C:46]3[CH:47]=[CH:48][CH:49]=[CH:50][CH:51]=3)=[N:42][CH:41]=2)=[O:10])[CH:6]=1, predict the reactants needed to synthesize it.